From a dataset of Forward reaction prediction with 1.9M reactions from USPTO patents (1976-2016). Predict the product of the given reaction. (1) Given the reactants [Cl:1][C:2]1[CH:10]=[CH:9][C:5]([C:6](Cl)=[O:7])=[CH:4][N:3]=1.[CH2:11]([O:13][C:14]1[CH:20]=[CH:19][C:17]([NH2:18])=[C:16]([N+:21]([O-:23])=[O:22])[CH:15]=1)[CH3:12], predict the reaction product. The product is: [Cl:1][C:2]1[N:3]=[CH:4][C:5]([C:6]([NH:18][C:17]2[CH:19]=[CH:20][C:14]([O:13][CH2:11][CH3:12])=[CH:15][C:16]=2[N+:21]([O-:23])=[O:22])=[O:7])=[CH:9][CH:10]=1. (2) Given the reactants CN(C)CCCN=C=NCC.Cl.Cl.[NH2:14][CH2:15][C@H:16]([NH:18][C:19]1[N:20]=[CH:21][C:22](/[CH:25]=[CH:26]/[C:27]([O:29][CH3:30])=[O:28])=[N:23][CH:24]=1)[CH3:17].[Cl:31][C:32]1[CH:40]=[CH:39][C:35]([C:36](O)=[O:37])=[CH:34][CH:33]=1.C1C=CC2N(O)N=NC=2C=1, predict the reaction product. The product is: [Cl:31][C:32]1[CH:40]=[CH:39][C:35]([C:36]([NH:14][CH2:15][C@H:16]([NH:18][C:19]2[N:20]=[CH:21][C:22](/[CH:25]=[CH:26]/[C:27]([O:29][CH3:30])=[O:28])=[N:23][CH:24]=2)[CH3:17])=[O:37])=[CH:34][CH:33]=1. (3) Given the reactants [OH:1][C:2]1[CH:3]=[C:4]([CH2:8][CH2:9][C:10]([OH:12])=[O:11])[CH:5]=[CH:6][CH:7]=1.OS(O)(=O)=O.[CH3:18][CH2:19]O, predict the reaction product. The product is: [OH:1][C:2]1[CH:3]=[C:4]([CH2:8][CH2:9][C:10]([O:12][CH2:18][CH3:19])=[O:11])[CH:5]=[CH:6][CH:7]=1. (4) Given the reactants [CH3:1][O:2][C:3](=[O:45])[C:4]1[CH:9]=[CH:8][C:7]([O:10][CH:11]([C:39]2[CH:44]=[CH:43][CH:42]=[CH:41][CH:40]=2)[CH2:12][O:13][C:14]2[CH:19]=[CH:18][C:17]([C:20]([O:29]CC3C=CC(OC)=CC=3)([C:25]([F:28])([F:27])[F:26])[C:21]([F:24])([F:23])[F:22])=[CH:16][CH:15]=2)=[CH:6][CH:5]=1.C(#N)C.O.OS([O-])(=O)=O.[K+], predict the reaction product. The product is: [CH3:1][O:2][C:3](=[O:45])[C:4]1[CH:9]=[CH:8][C:7]([O:10][CH:11]([C:39]2[CH:40]=[CH:41][CH:42]=[CH:43][CH:44]=2)[CH2:12][O:13][C:14]2[CH:19]=[CH:18][C:17]([C:20]([OH:29])([C:21]([F:22])([F:23])[F:24])[C:25]([F:27])([F:28])[F:26])=[CH:16][CH:15]=2)=[CH:6][CH:5]=1. (5) Given the reactants CC(C)([O-])C.[K+].[Br:7][C:8]1[CH:9]=[C:10]([F:33])[C:11]([CH3:32])=[C:12]([CH2:14][C:15]([NH:17][C:18]2([C:28]([O:30]C)=O)[CH2:23][CH2:22][CH:21]([C:24]([F:27])([F:26])[F:25])[CH2:20][CH2:19]2)=[O:16])[CH:13]=1.Cl, predict the reaction product. The product is: [Br:7][C:8]1[CH:9]=[C:10]([F:33])[C:11]([CH3:32])=[C:12]([C:14]2[C:15](=[O:16])[NH:17][C:18]3([CH2:23][CH2:22][CH:21]([C:24]([F:27])([F:26])[F:25])[CH2:20][CH2:19]3)[C:28]=2[OH:30])[CH:13]=1.